From a dataset of Catalyst prediction with 721,799 reactions and 888 catalyst types from USPTO. Predict which catalyst facilitates the given reaction. (1) Reactant: S(Cl)([Cl:3])=O.[F:5][C:6]1[CH:11]=[C:10]([O:12][CH:13]2[CH2:16][O:15][CH2:14]2)[CH:9]=[C:8]([F:17])[C:7]=1[N:18]1[CH2:23][CH2:22][N:21](C(OC(C)(C)C)=O)[CH2:20][CH2:19]1. Product: [Cl:3][CH2:14][CH:13]([O:12][C:10]1[CH:11]=[C:6]([F:5])[C:7]([N:18]2[CH2:23][CH2:22][NH:21][CH2:20][CH2:19]2)=[C:8]([F:17])[CH:9]=1)[CH2:16][OH:15]. The catalyst class is: 5. (2) Reactant: [CH2:1]([C:3]1[CH:8]=[CH:7][CH:6]=[C:5]([CH2:9][CH3:10])[C:4]=1[NH:11][C:12]([C:14]1[CH:18]=[C:17]([C:19]2[CH:24]=[CH:23][N:22]=[C:21]([NH:25][C:26]3[CH:31]=[CH:30][C:29]([C:32](=[O:44])[NH:33][C:34]4[C:39]([CH2:40][CH3:41])=[CH:38][CH:37]=[CH:36][C:35]=4[CH2:42][CH3:43])=[CH:28][C:27]=3[CH3:45])[N:20]=2)[N:16]([CH3:46])[CH:15]=1)=[O:13])[CH3:2].C1C(=O)N([Br:54])C(=O)C1. Product: [CH2:9]([C:5]1[CH:6]=[CH:7][CH:8]=[C:3]([CH2:1][CH3:2])[C:4]=1[NH:11][C:12]([C:14]1[CH:18]=[C:17]([C:19]2[C:24]([Br:54])=[CH:23][N:22]=[C:21]([NH:25][C:26]3[CH:31]=[CH:30][C:29]([C:32](=[O:44])[NH:33][C:34]4[C:39]([CH2:40][CH3:41])=[CH:38][CH:37]=[CH:36][C:35]=4[CH2:42][CH3:43])=[CH:28][C:27]=3[CH3:45])[N:20]=2)[N:16]([CH3:46])[CH:15]=1)=[O:13])[CH3:10]. The catalyst class is: 31. (3) Reactant: [F:1][C:2]1[CH:3]=[C:4]([C:15]([C:23]2[CH:28]=[CH:27][C:26]([F:29])=[CH:25][CH:24]=2)=[N:16][S@@:17]([C:19]([CH3:22])([CH3:21])[CH3:20])=[O:18])[CH:5]=[C:6]([O:8][C:9]([F:14])([F:13])[CH:10]([F:12])[F:11])[CH:7]=1.B(F)(F)F.CCOCC.[CH2:39]([Mg]Cl)[C:40]1[CH:45]=[CH:44][CH:43]=[CH:42][CH:41]=1. Product: [F:1][C:2]1[CH:3]=[C:4]([C@@:15]([NH:16][S@@:17]([C:19]([CH3:22])([CH3:21])[CH3:20])=[O:18])([C:23]2[CH:24]=[CH:25][C:26]([F:29])=[CH:27][CH:28]=2)[CH2:39][C:40]2[CH:45]=[CH:44][CH:43]=[CH:42][CH:41]=2)[CH:5]=[C:6]([O:8][C:9]([F:14])([F:13])[CH:10]([F:11])[F:12])[CH:7]=1. The catalyst class is: 2.